Dataset: Reaction yield outcomes from USPTO patents with 853,638 reactions. Task: Predict the reaction yield, written as a fraction of the theoretical maximum amount of product (1.0 means a 100% yield; for example, 0.34 means a 34% yield). (1) The reactants are [C:1]([C:3]1[CH:11]=[CH:10][C:6]([C:7]([OH:9])=O)=[C:5]([F:12])[C:4]=1[F:13])#[N:2].C(Cl)(=O)C(Cl)=O.C(C1C=CC(C(Cl)=O)=C(F)C=1F)#N.[Br:33][C:34]1[CH:40]=[C:39]([C:41]([F:50])([C:46]([F:49])([F:48])[F:47])[C:42]([F:45])([F:44])[F:43])[CH:38]=[C:37]([C:51]([F:54])([F:53])[F:52])[C:35]=1[NH2:36]. The catalyst is ClCCl.CN(C=O)C.CN1C(=O)N(C)CC1.C(OCC)(=O)C.O. The product is [Br:33][C:34]1[CH:40]=[C:39]([C:41]([F:50])([C:42]([F:44])([F:45])[F:43])[C:46]([F:47])([F:49])[F:48])[CH:38]=[C:37]([C:51]([F:52])([F:53])[F:54])[C:35]=1[NH:36][C:7](=[O:9])[C:6]1[CH:10]=[CH:11][C:3]([C:1]#[N:2])=[C:4]([F:13])[C:5]=1[F:12]. The yield is 0.270. (2) The reactants are [Si:1]([O:8][CH:9]([C:22]1[O:23][CH:24]=[C:25](I)[N:26]=1)[CH2:10][CH2:11][CH2:12][CH2:13][CH2:14][CH2:15][C:16]1[CH:21]=[CH:20][CH:19]=[CH:18][CH:17]=1)([C:4]([CH3:7])([CH3:6])[CH3:5])([CH3:3])[CH3:2].Cl.CN(C)C[C:32](O)=[O:33].C([O-])([O-])=O.[Cs+].[Cs+]. The catalyst is CO.CCOC(C)=O.[Cu]I. The product is [Si:1]([O:8][CH:9]([C:22]1[O:23][CH:24]=[C:25]([O:33][CH3:32])[N:26]=1)[CH2:10][CH2:11][CH2:12][CH2:13][CH2:14][CH2:15][C:16]1[CH:21]=[CH:20][CH:19]=[CH:18][CH:17]=1)([C:4]([CH3:7])([CH3:6])[CH3:5])([CH3:3])[CH3:2]. The yield is 0.390.